Dataset: Forward reaction prediction with 1.9M reactions from USPTO patents (1976-2016). Task: Predict the product of the given reaction. (1) Given the reactants [C:1]([C:3]1[CH:4]=[C:5]([CH:9]=[CH:10][C:11]=1[F:12])[C:6](O)=[O:7])#[N:2].C(Cl)(=O)C([Cl:16])=O, predict the reaction product. The product is: [C:1]([C:3]1[CH:4]=[C:5]([CH:9]=[CH:10][C:11]=1[F:12])[C:6]([Cl:16])=[O:7])#[N:2]. (2) The product is: [N+:17]([C:20]1[CH:25]=[CH:24][C:23]([CH2:26][CH2:27][N:28]2[CH2:33][CH2:32][N:31]([CH2:11][CH2:10][C:7]3[CH:8]=[CH:9][C:4]([N+:1]([O-:3])=[O:2])=[C:5]([C:13]([F:16])([F:15])[F:14])[CH:6]=3)[CH2:30][C:29]2=[O:34])=[CH:22][CH:21]=1)([O-:19])=[O:18]. Given the reactants [N+:1]([C:4]1[CH:9]=[CH:8][C:7]([CH2:10][CH:11]=O)=[CH:6][C:5]=1[C:13]([F:16])([F:15])[F:14])([O-:3])=[O:2].[N+:17]([C:20]1[CH:25]=[CH:24][C:23]([CH2:26][CH2:27][N:28]2[CH2:33][CH2:32][NH:31][CH2:30][C:29]2=[O:34])=[CH:22][CH:21]=1)([O-:19])=[O:18].C([BH3-])#N.[Na+], predict the reaction product.